From a dataset of Reaction yield outcomes from USPTO patents with 853,638 reactions. Predict the reaction yield, written as a fraction of the theoretical maximum amount of product (1.0 means a 100% yield; for example, 0.34 means a 34% yield). (1) The reactants are [C:1](Cl)(=[O:4])[CH:2]=[CH2:3].[CH2:6]([O:8][C:9](=[O:17])[C:10]1[CH:15]=[CH:14][C:13]([NH2:16])=[CH:12][CH:11]=1)[CH3:7].C(N(CC)CC)C. The catalyst is ClCCl. The product is [CH2:6]([O:8][C:9](=[O:17])[C:10]1[CH:15]=[CH:14][C:13]([NH:16][C:1](=[O:4])[CH:2]=[CH2:3])=[CH:12][CH:11]=1)[CH3:7]. The yield is 0.760. (2) The reactants are [F:1][C:2]1[CH:22]=[CH:21][CH:20]=[CH:19][C:3]=1[CH2:4][O:5][C:6]1[CH:18]=[CH:17][C:9]([CH:10]=[N:11][C@@H:12]([CH3:16])[C:13]([NH2:15])=[O:14])=[CH:8][CH:7]=1.FC1C=CC=CC=1CC1C=C(C=CC=1OCC1C=CC=CC=1F)CN[C@@H](C)C(N)=O. No catalyst specified. The product is [F:1][C:2]1[CH:22]=[CH:21][CH:20]=[CH:19][C:3]=1[CH2:4][O:5][C:6]1[CH:7]=[CH:8][C:9]([CH2:10][NH:11][C@@H:12]([CH3:16])[C:13]([NH2:15])=[O:14])=[CH:17][CH:18]=1. The yield is 0.930.